This data is from NCI-60 drug combinations with 297,098 pairs across 59 cell lines. The task is: Regression. Given two drug SMILES strings and cell line genomic features, predict the synergy score measuring deviation from expected non-interaction effect. (1) Drug 1: CC=C1C(=O)NC(C(=O)OC2CC(=O)NC(C(=O)NC(CSSCCC=C2)C(=O)N1)C(C)C)C(C)C. Drug 2: COCCOC1=C(C=C2C(=C1)C(=NC=N2)NC3=CC=CC(=C3)C#C)OCCOC.Cl. Cell line: SNB-75. Synergy scores: CSS=46.9, Synergy_ZIP=-0.802, Synergy_Bliss=1.40, Synergy_Loewe=-52.3, Synergy_HSA=1.45. (2) Drug 1: CCCCC(=O)OCC(=O)C1(CC(C2=C(C1)C(=C3C(=C2O)C(=O)C4=C(C3=O)C=CC=C4OC)O)OC5CC(C(C(O5)C)O)NC(=O)C(F)(F)F)O. Drug 2: C1=NC2=C(N1)C(=S)N=CN2. Cell line: BT-549. Synergy scores: CSS=57.2, Synergy_ZIP=-8.63, Synergy_Bliss=-3.24, Synergy_Loewe=-1.72, Synergy_HSA=2.40. (3) Drug 1: CC1CC(C(C(C=C(C(C(C=CC=C(C(=O)NC2=CC(=O)C(=C(C1)C2=O)OC)C)OC)OC(=O)N)C)C)O)OC. Drug 2: CC(C)(C#N)C1=CC=C(C=C1)N2C3=C4C=C(C=CC4=NC=C3N(C2=O)C)C5=CC6=CC=CC=C6N=C5. Cell line: SW-620. Synergy scores: CSS=86.0, Synergy_ZIP=5.23, Synergy_Bliss=3.67, Synergy_Loewe=4.06, Synergy_HSA=7.84.